Dataset: Full USPTO retrosynthesis dataset with 1.9M reactions from patents (1976-2016). Task: Predict the reactants needed to synthesize the given product. (1) The reactants are: C(Cl)(=O)C(Cl)=O.[CH:7]1[C:19]2[CH:18]([O:20][C:21](=[O:28])[N:22]([CH3:27])[CH2:23][CH2:24][CH2:25][OH:26])[C:17]3[C:12](=[CH:13][CH:14]=[CH:15][CH:16]=3)[C:11]=2[CH:10]=[CH:9][CH:8]=1.CCN(C(C)C)C(C)C. Given the product [CH:16]1[C:17]2[CH:18]([O:20][C:21](=[O:28])[N:22]([CH3:27])[CH2:23][CH2:24][CH:25]=[O:26])[C:19]3[C:11](=[CH:10][CH:9]=[CH:8][CH:7]=3)[C:12]=2[CH:13]=[CH:14][CH:15]=1, predict the reactants needed to synthesize it. (2) Given the product [CH3:31][O:32][C:33]([C:35]1[CH:40]=[CH:39][C:38]([C:4]2[CH:5]=[CH:6][C:7]([CH:8]([CH3:22])[C:9]([C:15]3[CH:20]=[CH:19][N:18]=[C:17]([Cl:21])[CH:16]=3)([OH:14])[C:10]([F:11])([F:12])[F:13])=[C:2]([Cl:1])[CH:3]=2)=[CH:37][CH:36]=1)=[O:34], predict the reactants needed to synthesize it. The reactants are: [Cl:1][C:2]1[CH:3]=[C:4](OS(C(F)(F)F)(=O)=O)[CH:5]=[CH:6][C:7]=1[CH:8]([CH3:22])[C:9]([C:15]1[CH:20]=[CH:19][N:18]=[C:17]([Cl:21])[CH:16]=1)([OH:14])[C:10]([F:13])([F:12])[F:11].[CH3:31][O:32][C:33]([C:35]1[CH:40]=[CH:39][C:38](B(O)O)=[CH:37][CH:36]=1)=[O:34].O.C([O-])([O-])=O.[Na+].[Na+]. (3) Given the product [C:1]1([S:7]([CH:10]([NH2:30])[C:11]2[N:16]([CH3:17])[C:15]([C:18]([OH:20])=[O:19])=[C:14]([OH:21])[C:13](=[O:29])[CH:12]=2)(=[O:9])=[O:8])[CH:6]=[CH:5][CH:4]=[CH:3][CH:2]=1, predict the reactants needed to synthesize it. The reactants are: [C:1]1([S:7]([CH:10]([NH2:30])[C:11]2[N:16]([CH3:17])[C:15]([C:18]([OH:20])=[O:19])=[C:14]([O:21]CC3C=CC=CC=3)[C:13](=[O:29])[CH:12]=2)(=[O:9])=[O:8])[CH:6]=[CH:5][CH:4]=[CH:3][CH:2]=1.S(=O)(=O)(O)O. (4) The reactants are: [H-].[Na+].[CH3:3][N:4]1[C:9](=[O:10])[CH2:8][C:7]2[S:11][C:12]([CH3:14])=[CH:13][C:6]=2[S:5]1(=[O:16])=[O:15].[H][H].[C:19]1([N:25]=[C:26]=[O:27])[CH:24]=[CH:23][CH:22]=[CH:21][CH:20]=1. Given the product [CH3:3][N:4]1[C:9](=[O:10])[CH:8]([C:26]([NH:25][C:19]2[CH:24]=[CH:23][CH:22]=[CH:21][CH:20]=2)=[O:27])[C:7]2[S:11][C:12]([CH3:14])=[CH:13][C:6]=2[S:5]1(=[O:16])=[O:15], predict the reactants needed to synthesize it. (5) Given the product [F:41][C:42]1[CH:55]=[CH:54][C:45]([CH2:46][N:47]2[CH2:52][CH2:51][N:50]([C:59](=[O:60])[CH2:18][CH2:14][CH:11]3[CH2:10][CH2:9][N:8]([C:1]([O:3][C:4]([CH3:5])([CH3:6])[CH3:7])=[O:2])[CH2:13][CH2:12]3)[CH2:49][C:48]2=[O:53])=[CH:44][CH:43]=1, predict the reactants needed to synthesize it. The reactants are: [C:1]([N:8]1[CH2:13][CH2:12][CH:11]([CH:14]([CH3:18])C(O)=O)[CH2:10][CH2:9]1)([O:3][C:4]([CH3:7])([CH3:6])[CH3:5])=[O:2].Cl.CN(C)CCCN=C=NCC.ON1C2N=CC=CC=2N=N1.[F:41][C:42]1[CH:55]=[CH:54][C:45]([CH2:46][N:47]2[CH2:52][CH2:51][NH:50][CH2:49][C:48]2=[O:53])=[CH:44][CH:43]=1.CN([CH:59]=[O:60])C. (6) Given the product [CH:18]1([CH2:17][S:14]([CH:11]2[CH2:12][CH2:13][C:8]([CH2:7][NH:6][C:4](=[O:5])[C:3]3[CH:25]=[CH:26][C:27]([C:29]([F:32])([F:31])[F:30])=[N:28][C:2]=3[O:34][CH3:33])([CH2:21][CH:22]3[CH2:24][CH2:23]3)[CH2:9][CH2:10]2)(=[O:16])=[O:15])[CH2:20][CH2:19]1, predict the reactants needed to synthesize it. The reactants are: Cl[C:2]1[N:28]=[C:27]([C:29]([F:32])([F:31])[F:30])[CH:26]=[CH:25][C:3]=1[C:4]([NH:6][CH2:7][C:8]1([CH2:21][CH:22]2[CH2:24][CH2:23]2)[CH2:13][CH2:12][CH:11]([S:14]([CH2:17][CH:18]2[CH2:20][CH2:19]2)(=[O:16])=[O:15])[CH2:10][CH2:9]1)=[O:5].[CH3:33][O-:34].[Na+].O.